From a dataset of Reaction yield outcomes from USPTO patents with 853,638 reactions. Predict the reaction yield, written as a fraction of the theoretical maximum amount of product (1.0 means a 100% yield; for example, 0.34 means a 34% yield). (1) The reactants are [NH2-].[Na+].[CH3:3][CH:4]([CH3:8])[C:5](=[O:7])[CH3:6].[CH3:9][O:10][CH:11]([CH3:16])[C:12](OC)=[O:13].O. The catalyst is C(O)(=O)C. The product is [CH3:9][O:10][CH:11]([C:12](=[O:13])[CH2:6][C:5](=[O:7])[CH:4]([CH3:8])[CH3:3])[CH3:16]. The yield is 0.520. (2) The reactants are [N+:1]([C:4]1[C:5]([NH:13][C@H:14]2[CH2:19][CH2:18][C@H:17]([NH2:20])[CH2:16][CH2:15]2)=[C:6]2[S:12][CH:11]=[CH:10][C:7]2=[N:8][CH:9]=1)([O-:3])=[O:2].C(N(CC)C(C)C)(C)C.CN(C)C=O.FC(F)(F)S(O[CH2:41][C:42]([F:45])([F:44])[F:43])(=O)=O. The catalyst is C(Cl)Cl.O. The product is [N+:1]([C:4]1[C:5]([NH:13][C@H:14]2[CH2:19][CH2:18][C@H:17]([NH:20][CH2:41][C:42]([F:45])([F:44])[F:43])[CH2:16][CH2:15]2)=[C:6]2[S:12][CH:11]=[CH:10][C:7]2=[N:8][CH:9]=1)([O-:3])=[O:2]. The yield is 0.220. (3) The catalyst is C(Cl)Cl. The reactants are [C:1]([O:5][C:6]([N:8]1[CH2:13][CH2:12][CH:11]([OH:14])[CH2:10][CH:9]1[CH2:15][CH:16]([CH3:18])[CH3:17])=[O:7])([CH3:4])([CH3:3])[CH3:2].CC(OI1(OC(C)=O)(OC(C)=O)OC(=O)C2C1=CC=CC=2)=O. The yield is 0.460. The product is [C:1]([O:5][C:6]([N:8]1[CH2:13][CH2:12][C:11](=[O:14])[CH2:10][CH:9]1[CH2:15][CH:16]([CH3:18])[CH3:17])=[O:7])([CH3:4])([CH3:3])[CH3:2]. (4) The reactants are [C:1]([O:9][C@@H:10]1[C@H:14]([CH2:15][O:16][C:17](=[O:24])[C:18]2[CH:23]=[CH:22][CH:21]=[CH:20][CH:19]=2)[O:13][C@H:12]([N:25]2[CH:33]=[N:32][C:31]3[C:26]2=[N:27][CH:28]=[N:29][C:30]=3[NH2:34])[CH2:11]1)(=[O:8])[C:2]1[CH:7]=[CH:6][CH:5]=[CH:4][CH:3]=1.[CH3:35][O:36][C:37]1[CH:56]=[CH:55][C:40]([C:41](Cl)([C:48]2[CH:53]=[CH:52][CH:51]=[CH:50][CH:49]=2)[C:42]2[CH:47]=[CH:46][CH:45]=[CH:44][CH:43]=2)=[CH:39][CH:38]=1.CO. The catalyst is N1C=CC=CC=1. The product is [CH3:35][O:36][C:37]1[CH:56]=[CH:55][C:40]([C:41]([NH:34][C:30]2[N:29]=[CH:28][N:27]=[C:26]3[C:31]=2[N:32]=[CH:33][N:25]3[C@H:12]2[O:13][C@@H:14]([CH2:15][O:16][C:17](=[O:24])[C:18]3[CH:23]=[CH:22][CH:21]=[CH:20][CH:19]=3)[C@@H:10]([O:9][C:1](=[O:8])[C:2]3[CH:3]=[CH:4][CH:5]=[CH:6][CH:7]=3)[CH2:11]2)([C:42]2[CH:43]=[CH:44][CH:45]=[CH:46][CH:47]=2)[C:48]2[CH:53]=[CH:52][CH:51]=[CH:50][CH:49]=2)=[CH:39][CH:38]=1. The yield is 0.720. (5) The reactants are [F:1][C:2]1[CH:33]=[CH:32][C:5]([CH2:6][N:7]2[C:15]3[C:10](=[CH:11][CH:12]=[CH:13][CH:14]=3)[C:9]3[C:16]([C:25]4[CH:30]=[CH:29][C:28]([CH3:31])=[CH:27][CH:26]=4)=[C:17]([C:22](O)=[O:23])[N:18]([CH3:21])[C:19](=[O:20])[C:8]2=3)=[CH:4][CH:3]=1.S(Cl)(Cl)=O.[BH4-].[Na+]. No catalyst specified. The product is [F:1][C:2]1[CH:3]=[CH:4][C:5]([CH2:6][N:7]2[C:15]3[C:10](=[CH:11][CH:12]=[CH:13][CH:14]=3)[C:9]3[C:16]([C:25]4[CH:26]=[CH:27][C:28]([CH3:31])=[CH:29][CH:30]=4)=[C:17]([CH2:22][OH:23])[N:18]([CH3:21])[C:19](=[O:20])[C:8]2=3)=[CH:32][CH:33]=1. The yield is 0.900. (6) The reactants are FC1C=C2C(C(C3C=CC(N4CCC(N)CC4)=NC=3)=CN2)=CC=1.[F:24][C:25]1[CH:33]=[C:32]2[C:28]([C:29]([C:34]3[CH:35]=[CH:36][C:37]([N:40]([CH2:48][CH2:49][S:50]([CH3:53])(=[O:52])=[O:51])C(=O)OC(C)(C)C)=[N:38][CH:39]=3)=[CH:30][NH:31]2)=[CH:27][CH:26]=1. No catalyst specified. The product is [F:24][C:25]1[CH:33]=[C:32]2[C:28]([C:29]([C:34]3[CH:35]=[CH:36][C:37]([NH:40][CH2:48][CH2:49][S:50]([CH3:53])(=[O:52])=[O:51])=[N:38][CH:39]=3)=[CH:30][NH:31]2)=[CH:27][CH:26]=1. The yield is 0.210. (7) The reactants are [Cl:1][C:2]1[CH:3]=[C:4]([CH:7]=[CH:8][C:9]=1[F:10])[NH:5][CH3:6].Br.Br[CH:13]([C:15]1[CH:16]=[C:17]([C:32]([N:34]([CH3:36])[CH3:35])=[O:33])[CH:18]=[C:19]2[C:24]=1[O:23][C:22]([N:25]1[CH2:30][CH2:29][O:28][CH2:27][CH2:26]1)=[CH:21][C:20]2=[O:31])[CH3:14]. No catalyst specified. The product is [Cl:1][C:2]1[CH:3]=[C:4]([N:5]([CH3:6])[CH:13]([C:15]2[CH:16]=[C:17]([C:32]([N:34]([CH3:36])[CH3:35])=[O:33])[CH:18]=[C:19]3[C:24]=2[O:23][C:22]([N:25]2[CH2:30][CH2:29][O:28][CH2:27][CH2:26]2)=[CH:21][C:20]3=[O:31])[CH3:14])[CH:7]=[CH:8][C:9]=1[F:10]. The yield is 0.537. (8) The reactants are [CH3:1][C:2]1[N:7]=[C:6]([N:8]2[C:17]3[C:12](=[CH:13][CH:14]=[CH:15][CH:16]=3)[N:11]=[C:10]([C:18]([O:20]CC)=[O:19])[C:9]2=[O:23])[CH:5]=[CH:4][CH:3]=1.C(=O)([O-])[O-].[K+].[K+]. The catalyst is O1CCOCC1.O. The product is [CH3:1][C:2]1[N:7]=[C:6]([N:8]2[C:17]3[C:12](=[CH:13][CH:14]=[CH:15][CH:16]=3)[N:11]=[C:10]([C:18]([OH:20])=[O:19])[C:9]2=[O:23])[CH:5]=[CH:4][CH:3]=1. The yield is 0.940. (9) The reactants are [BH4-].[Na+].[C:3]1([CH:9]2[C:14](=O)[NH:13][C:12]3[CH:16]=[CH:17][CH:18]=[C:19]([C:20](O)=[O:21])[C:11]=3[O:10]2)[CH:8]=[CH:7][CH:6]=[CH:5][CH:4]=1.O.C(=O)(O)[O-].[Na+]. The catalyst is O1CCCC1. The product is [C:3]1([CH:9]2[CH:14]=[N:13][C:12]3[CH:16]=[CH:17][CH:18]=[C:19]([CH2:20][OH:21])[C:11]=3[O:10]2)[CH:4]=[CH:5][CH:6]=[CH:7][CH:8]=1. The yield is 0.890.